Dataset: Full USPTO retrosynthesis dataset with 1.9M reactions from patents (1976-2016). Task: Predict the reactants needed to synthesize the given product. (1) Given the product [Cl:3][C:4]1[CH:5]=[C:6]([CH:24]=[CH:25][C:26]=1[NH:27][C:28]([NH:30][CH3:31])=[O:29])[O:7][C:8]1[C:17]2[C:12](=[CH:13][C:14]([O:22][CH3:23])=[C:15]([C:18]([OH:20])=[O:19])[CH:16]=2)[N:11]=[CH:10][CH:9]=1, predict the reactants needed to synthesize it. The reactants are: [OH-].[Na+].[Cl:3][C:4]1[CH:5]=[C:6]([CH:24]=[CH:25][C:26]=1[NH:27][C:28]([NH:30][CH3:31])=[O:29])[O:7][C:8]1[C:17]2[C:12](=[CH:13][C:14]([O:22][CH3:23])=[C:15]([C:18]([O:20]C)=[O:19])[CH:16]=2)[N:11]=[CH:10][CH:9]=1.Cl. (2) Given the product [F:1][C@@H:2]1[C@H:7]([O:8][CH3:9])[CH2:6][CH2:5][N:4]([C:10]2[N:15]=[C:14]([NH:16][C:17]3[N:22]=[CH:21][C:20]4[N:23]=[C:24]([C@H:32]([OH:34])[CH3:33])[N:25]([C@@H:26]([CH3:31])[C:27]([F:30])([F:29])[F:28])[C:19]=4[CH:18]=3)[CH:13]=[CH:12][N:11]=2)[CH2:3]1, predict the reactants needed to synthesize it. The reactants are: [F:1][C@@H:2]1[C@H:7]([O:8][CH3:9])[CH2:6][CH2:5][N:4]([C:10]2[N:15]=[C:14]([NH:16][C:17]3[N:22]=[CH:21][C:20]4[N:23]=[C:24]([C@H:32]([O:34]C5CCCCO5)[CH3:33])[N:25]([C@@H:26]([CH3:31])[C:27]([F:30])([F:29])[F:28])[C:19]=4[CH:18]=3)[CH:13]=[CH:12][N:11]=2)[CH2:3]1. (3) Given the product [OH:3]/[N:2]=[C:4](/[C:7]1[S:8][CH:9]=[C:10]([C:12]([O:14][C:15]([CH3:18])([CH3:17])[CH3:16])=[O:13])[N:11]=1)\[NH2:5], predict the reactants needed to synthesize it. The reactants are: Cl.[NH2:2][OH:3].[C:4]([C:7]1[S:8][CH:9]=[C:10]([C:12]([O:14][C:15]([CH3:18])([CH3:17])[CH3:16])=[O:13])[N:11]=1)(=O)[NH2:5].C(=O)([O-])[O-].[K+].[K+].C(O)C. (4) The reactants are: C(OC([NH:8][CH2:9][CH:10]([C:24]1[CH:42]=[CH:41][C:27]([O:28][CH2:29][C:30]([O:32][C:33]2[CH:38]=[CH:37][C:36]([CH3:39])=[CH:35][C:34]=2[CH3:40])=[O:31])=[CH:26][CH:25]=1)[C:11]([NH:13][C:14]1[CH:15]=[C:16]2[C:21](=[CH:22][CH:23]=1)[CH:20]=[N:19][CH:18]=[CH:17]2)=[O:12])=O)(C)(C)C.[ClH:43]. Given the product [ClH:43].[ClH:43].[NH2:8][CH2:9][CH:10]([C:24]1[CH:25]=[CH:26][C:27]([O:28][CH2:29][C:30]([O:32][C:33]2[CH:38]=[CH:37][C:36]([CH3:39])=[CH:35][C:34]=2[CH3:40])=[O:31])=[CH:41][CH:42]=1)[C:11]([NH:13][C:14]1[CH:15]=[C:16]2[C:21](=[CH:22][CH:23]=1)[CH:20]=[N:19][CH:18]=[CH:17]2)=[O:12], predict the reactants needed to synthesize it. (5) Given the product [F:23][CH:12]([F:22])[C:13]1[N:14]=[CH:15][C:16]([C:19]([OH:21])=[O:20])=[N:17][CH:18]=1, predict the reactants needed to synthesize it. The reactants are: C(N)C1C=CC=CC=1.C([C:12]([F:23])([F:22])[C:13]1[N:14]=[CH:15][C:16]([C:19]([OH:21])=[O:20])=[N:17][CH:18]=1)(O)=O.P(=O)(O)(O)O.[OH-].[Na+].C(OC(C)C)(=O)C.Cl. (6) Given the product [F:1][C:2]1[C:3]([N:12]2[CH2:17][CH2:16][CH:15]([CH2:18][NH:4][C@@H:3]([C:32]3[C:31]4[C:36](=[CH:37][CH:5]=[CH:6][CH:7]=4)[CH:35]=[CH:34][CH:33]=3)[CH3:2])[CH:14]([C:20]3[CH:25]=[CH:24][CH:23]=[CH:22][CH:21]=3)[CH2:13]2)=[N:4][CH:5]=[C:6]([CH:11]=1)[C:7]([O:9][CH3:10])=[O:8], predict the reactants needed to synthesize it. The reactants are: [F:1][C:2]1[C:3]([N:12]2[CH2:17][CH2:16][C@@H:15]([CH2:18]O)[C@H:14]([C:20]3[CH:25]=[CH:24][CH:23]=[CH:22][CH:21]=3)[CH2:13]2)=[N:4][CH:5]=[C:6]([CH:11]=1)[C:7]([O:9][CH3:10])=[O:8].CC(OI1(OC(C)=O)(OC(C)=O)O[C:37](=O)[C:36]2[CH:35]=[CH:34][CH:33]=[CH:32][C:31]1=2)=O. (7) Given the product [C:47]([Si:44]([CH3:46])([CH3:45])[O:43][CH2:42][CH2:41][N:36]([S:37]([CH3:40])(=[O:39])=[O:38])[CH:33]1[CH2:34][CH2:35][CH:30]([NH:29][C:25]2[N:24]=[C:23]([N:18]3[C:19]4[C:15](=[C:14]([N:11]5[CH2:10][CH2:9][NH:8][CH2:13][CH2:12]5)[CH:22]=[CH:21][CH:20]=4)[CH:16]=[CH:17]3)[CH:28]=[CH:27][N:26]=2)[CH2:31][CH2:32]1)([CH3:48])([CH3:50])[CH3:49], predict the reactants needed to synthesize it. The reactants are: C(OC([N:8]1[CH2:13][CH2:12][N:11]([C:14]2[CH:22]=[CH:21][CH:20]=[C:19]3[C:15]=2[CH:16]=[CH:17][N:18]3[C:23]2[CH:28]=[CH:27][N:26]=[C:25]([NH:29][CH:30]3[CH2:35][CH2:34][CH:33]([N:36]([CH2:41][CH2:42][O:43][Si:44]([C:47]([CH3:50])([CH3:49])[CH3:48])([CH3:46])[CH3:45])[S:37]([CH3:40])(=[O:39])=[O:38])[CH2:32][CH2:31]3)[N:24]=2)[CH2:10][CH2:9]1)=O)(C)(C)C.